Dataset: Full USPTO retrosynthesis dataset with 1.9M reactions from patents (1976-2016). Task: Predict the reactants needed to synthesize the given product. (1) Given the product [F:31][C:32]1[CH:33]=[C:34]([CH:37]=[CH:38][C:39]=1[F:40])[CH2:35][O:36][C:5]1[N:10]=[C:9]([O:11][CH2:12][CH3:13])[C:8]([C:14]2[CH:19]=[CH:18][C:17]([Cl:20])=[CH:16][CH:15]=2)=[C:7]([C:21]2[CH:26]=[CH:25][C:24]([Cl:27])=[CH:23][C:22]=2[Cl:28])[N:6]=1, predict the reactants needed to synthesize it. The reactants are: CS([C:5]1[N:10]=[C:9]([O:11][CH2:12][CH3:13])[C:8]([C:14]2[CH:19]=[CH:18][C:17]([Cl:20])=[CH:16][CH:15]=2)=[C:7]([C:21]2[CH:26]=[CH:25][C:24]([Cl:27])=[CH:23][C:22]=2[Cl:28])[N:6]=1)(=O)=O.[H-].[Na+].[F:31][C:32]1[CH:33]=[C:34]([CH:37]=[CH:38][C:39]=1[F:40])[CH2:35][OH:36]. (2) Given the product [CH3:1][O:2][C:3]1[CH:4]=[C:5]2[C:9](=[CH:10][CH:11]=1)[N:8]([CH3:12])[CH:7]=[C:6]2[C:13]1[NH:24][C:16]2[N:17]=[CH:18][C:19]3[N:20]([CH:21]=[N:22][CH:23]=3)[C:15]=2[CH:14]=1, predict the reactants needed to synthesize it. The reactants are: [CH3:1][O:2][C:3]1[CH:4]=[C:5]2[C:9](=[CH:10][CH:11]=1)[N:8]([CH3:12])[CH:7]=[C:6]2[C:13]1[N:24](COCC[Si](C)(C)C)[C:16]2[N:17]=[CH:18][C:19]3[N:20]([CH:21]=[N:22][CH:23]=3)[C:15]=2[CH:14]=1.C(N)CN.CCCC[N+](CCCC)(CCCC)CCCC.[F-]. (3) Given the product [CH3:27][C:24]1([CH3:28])[CH2:23][CH2:22][CH:21]([C:19]2[S:18][C:13]3[N:14]=[C:15]([CH3:17])[N:16]=[C:11]([CH2:10][OH:9])[C:12]=3[N:20]=2)[CH2:26][CH2:25]1, predict the reactants needed to synthesize it. The reactants are: C([O:9][CH2:10][C:11]1[C:12]2[N:20]=[C:19]([CH:21]3[CH2:26][CH2:25][C:24]([CH3:28])([CH3:27])[CH2:23][CH2:22]3)[S:18][C:13]=2[N:14]=[C:15]([CH3:17])[N:16]=1)(=O)C1C=CC=CC=1.O(C)[Na].Cl.CCOC(C)=O. (4) Given the product [F:29][C:23]([F:30])([O:10][C:6]1[CH:7]=[CH:8][CH:9]=[C:4]([N+:1]([O-:3])=[O:2])[CH:5]=1)[C:24]([O:26][CH2:27][CH3:28])=[O:25], predict the reactants needed to synthesize it. The reactants are: [N+:1]([C:4]1[CH:5]=[C:6]([OH:10])[CH:7]=[CH:8][CH:9]=1)([O-:3])=[O:2].C1CCN2C(=NCCC2)CC1.Br[C:23]([F:30])([F:29])[C:24]([O:26][CH2:27][CH3:28])=[O:25].O1CCCC1. (5) Given the product [CH3:1][O:2][C:3]1[CH:4]=[C:5]([N:12]2[CH2:13][CH2:14][CH:15]([CH2:18][CH2:19][S:20]([CH3:23])(=[O:22])=[O:21])[CH2:16][CH2:17]2)[CH:6]=[CH:7][C:8]=1[NH2:9], predict the reactants needed to synthesize it. The reactants are: [CH3:1][O:2][C:3]1[CH:4]=[C:5]([N:12]2[CH2:17][CH2:16][CH:15]([CH2:18][CH2:19][S:20]([CH3:23])(=[O:22])=[O:21])[CH2:14][CH2:13]2)[CH:6]=[CH:7][C:8]=1[N+:9]([O-])=O.Cl[Sn]Cl. (6) Given the product [Cl:1][C:2]1[CH:7]=[CH:6][CH:5]=[CH:4][C:3]=1[O:28][C:29]1[CH:30]=[C:31]([CH:48]=[CH:49][CH:50]=1)[C:32]([N:34]1[CH2:38][CH2:37][C@@:36]2([C:42]3[CH:43]=[CH:44][CH:45]=[CH:46][C:41]=3[C:40](=[O:47])[O:39]2)[CH2:35]1)=[O:33], predict the reactants needed to synthesize it. The reactants are: [Cl:1][C:2]1[CH:7]=[CH:6][CH:5]=[CH:4][C:3]=1B(O)O.CC1(C)N([O])C(C)(C)CCC1.N1C=CC=CC=1.[OH:28][C:29]1[CH:30]=[C:31]([CH:48]=[CH:49][CH:50]=1)[C:32]([N:34]1[CH2:38][CH2:37][C@@:36]2([C:42]3[CH:43]=[CH:44][CH:45]=[CH:46][C:41]=3[C:40](=[O:47])[O:39]2)[CH2:35]1)=[O:33]. (7) Given the product [C:8]([C:10]1([C:2]2[CH:7]=[CH:6][CH:5]=[CH:4][N:3]=2)[CH2:13][N:12]([C:14]([O:16][C:17]([CH3:20])([CH3:19])[CH3:18])=[O:15])[CH2:11]1)#[N:9], predict the reactants needed to synthesize it. The reactants are: F[C:2]1[CH:7]=[CH:6][CH:5]=[CH:4][N:3]=1.[C:8]([CH:10]1[CH2:13][N:12]([C:14]([O:16][C:17]([CH3:20])([CH3:19])[CH3:18])=[O:15])[CH2:11]1)#[N:9].[Li+].C[Si]([N-][Si](C)(C)C)(C)C.[NH4+].[Cl-]. (8) Given the product [CH3:15][O:14][C:9]1[CH:8]=[CH:7][C:6]2[O:5][C@@:4]3([CH3:16])[CH2:17][CH2:18][CH2:19][O:20][C@@H:3]3[C:12](=[O:13])[C:11]=2[CH:10]=1, predict the reactants needed to synthesize it. The reactants are: [N+](=[C:3]1[C:12](=[O:13])[C:11]2[C:6](=[CH:7][CH:8]=[C:9]([O:14][CH3:15])[CH:10]=2)[O:5][C:4]1([CH2:17][CH2:18][CH2:19][OH:20])[CH3:16])=[N-].N#N. (9) Given the product [Br:1][C:2]1[CH:7]=[CH:6][C:5]([Cl:8])=[CH:4][C:3]=1[N:9]([CH3:26])[C:10]([CH:12]1[CH2:13][N:14]([C:16]([O:18][C:19]([CH3:22])([CH3:21])[CH3:20])=[O:17])[CH2:15]1)=[O:11], predict the reactants needed to synthesize it. The reactants are: [Br:1][C:2]1[CH:7]=[CH:6][C:5]([Cl:8])=[CH:4][C:3]=1[NH:9][C:10]([CH:12]1[CH2:15][N:14]([C:16]([O:18][C:19]([CH3:22])([CH3:21])[CH3:20])=[O:17])[CH2:13]1)=[O:11].[H-].[Na+].I[CH3:26].